From a dataset of Peptide-MHC class II binding affinity with 134,281 pairs from IEDB. Regression. Given a peptide amino acid sequence and an MHC pseudo amino acid sequence, predict their binding affinity value. This is MHC class II binding data. The peptide sequence is ALSYYPTPLAKEDFL. The MHC is HLA-DPA10103-DPB10401 with pseudo-sequence HLA-DPA10103-DPB10401. The binding affinity (normalized) is 0.759.